From a dataset of Peptide-MHC class I binding affinity with 185,985 pairs from IEDB/IMGT. Regression. Given a peptide amino acid sequence and an MHC pseudo amino acid sequence, predict their binding affinity value. This is MHC class I binding data. The peptide sequence is KCMSAALKNL. The MHC is HLA-A02:03 with pseudo-sequence HLA-A02:03. The binding affinity (normalized) is 0.514.